From a dataset of Reaction yield outcomes from USPTO patents with 853,638 reactions. Predict the reaction yield, written as a fraction of the theoretical maximum amount of product (1.0 means a 100% yield; for example, 0.34 means a 34% yield). The reactants are Br[C:2]1[C:6]([Br:7])=[C:5]([N:8]2[CH2:13][CH2:12][O:11][CH2:10][CH2:9]2)[S:4][C:3]=1[C:14]([O:16][CH2:17][CH3:18])=[O:15].[Cl-].[Cl:20][C:21]1[CH:22]=[C:23]([CH:26]=[CH:27][C:28]=1[Cl:29])[CH2:24][Zn+].C1COCC1. The catalyst is C1C=CC([P]([Pd]([P](C2C=CC=CC=2)(C2C=CC=CC=2)C2C=CC=CC=2)([P](C2C=CC=CC=2)(C2C=CC=CC=2)C2C=CC=CC=2)[P](C2C=CC=CC=2)(C2C=CC=CC=2)C2C=CC=CC=2)(C2C=CC=CC=2)C2C=CC=CC=2)=CC=1. The product is [Br:7][C:6]1[C:2]([CH2:24][C:23]2[CH:26]=[CH:27][C:28]([Cl:29])=[C:21]([Cl:20])[CH:22]=2)=[C:3]([C:14]([O:16][CH2:17][CH3:18])=[O:15])[S:4][C:5]=1[N:8]1[CH2:13][CH2:12][O:11][CH2:10][CH2:9]1. The yield is 0.500.